From a dataset of Reaction yield outcomes from USPTO patents with 853,638 reactions. Predict the reaction yield, written as a fraction of the theoretical maximum amount of product (1.0 means a 100% yield; for example, 0.34 means a 34% yield). (1) The reactants are [OH:1][C:2]1[CH:3]=[C:4]2[C:9](=[CH:10][CH:11]=1)[CH:8]=[C:7]([C@:12]1([CH3:18])[CH2:16][O:15][C:14](=[O:17])[NH:13]1)[CH:6]=[CH:5]2.O1CCCC1.[C:24]([C@H:28]1[CH2:33][CH2:32][C@H:31](O)[CH2:30][CH2:29]1)([CH3:27])([CH3:26])[CH3:25].C1(P(C2C=CC=CC=2)C2C=CC=CC=2)C=CC=CC=1.N(C(OC(C)C)=O)=NC(OC(C)C)=O. No catalyst specified. The product is [C:24]([C@@H:28]1[CH2:33][CH2:32][C@H:31]([O:1][C:2]2[CH:3]=[C:4]3[C:9](=[CH:10][CH:11]=2)[CH:8]=[C:7]([C@:12]2([CH3:18])[CH2:16][O:15][C:14](=[O:17])[NH:13]2)[CH:6]=[CH:5]3)[CH2:30][CH2:29]1)([CH3:27])([CH3:26])[CH3:25]. The yield is 0.490. (2) The reactants are Cl[C:2]1[C:3]([O:8][CH:9]2[CH2:12][N:11](C(OCC3C=CC=CC=3)=O)[CH2:10]2)=[N:4][CH:5]=[CH:6][N:7]=1. The catalyst is [Pd].CCO. The product is [NH:11]1[CH2:10][CH:9]([O:8][C:3]2[CH:2]=[N:7][CH:6]=[CH:5][N:4]=2)[CH2:12]1. The yield is 1.81. (3) The reactants are [Cl:1][C:2]1[C:10]2[NH:9][N:8]=[CH:7][C:6]=2[C:5]2[CH2:11][N:12]3[C:26]([C:27]([OH:30])([CH3:29])[CH3:28])=[CH:25][N:24]=[C:13]3[CH:14]([NH:16]C(=O)OCCCC)[CH2:15][C:4]=2[CH:3]=1. The catalyst is C(OCC)(=O)C. The product is [ClH:1].[NH2:16][CH:14]1[C:13]2=[N:24][CH:25]=[C:26]([C:27]([OH:30])([CH3:28])[CH3:29])[N:12]2[CH2:11][C:5]2[C:6]3[CH:7]=[N:8][NH:9][C:10]=3[C:2]([Cl:1])=[CH:3][C:4]=2[CH2:15]1. The yield is 1.00.